Dataset: Human liver microsome stability data. Task: Regression/Classification. Given a drug SMILES string, predict its absorption, distribution, metabolism, or excretion properties. Task type varies by dataset: regression for continuous measurements (e.g., permeability, clearance, half-life) or binary classification for categorical outcomes (e.g., BBB penetration, CYP inhibition). Dataset: hlm. (1) The result is 1 (stable in human liver microsomes). The molecule is COc1cccc(CNC(=O)c2cn(C)c3nc(-c4cn[nH]c4)ccc23)c1. (2) The compound is C=C(C)[C@@H]1CC[C@]2(CNCCCNCCO)CC[C@]3(C)[C@H](CC[C@@H]4[C@@]5(C)CC=C(c6ccc(C(=O)O)cc6)C(C)(C)[C@@H]5CC[C@]43C)[C@@H]12. The result is 0 (unstable in human liver microsomes). (3) The result is 0 (unstable in human liver microsomes). The molecule is Oc1c2ccc(OCCCCl)cc2nc2cc(Cl)cc(Cl)c12. (4) The compound is CC[C@H]1OC(=O)[C@H](C)[C@@H](O)[C@H](C)[C@@H](O[C@@H]2O[C@H](C)C[C@H](N(C)C)[C@H]2O)[C@](C)(O)C[C@@H](C)CN(CCNC(=O)Nc2ccc3ccccc3c2)[C@H](C)[C@@H](O)[C@]1(C)O. The result is 0 (unstable in human liver microsomes). (5) The drug is Cn1cc2cc(-c3ccc(S(=O)(=O)CC(C)(C)C(=O)N[C@H](C#N)CC(N)=O)cc3)ccc2n1. The result is 0 (unstable in human liver microsomes).